Dataset: TCR-epitope binding with 47,182 pairs between 192 epitopes and 23,139 TCRs. Task: Binary Classification. Given a T-cell receptor sequence (or CDR3 region) and an epitope sequence, predict whether binding occurs between them. (1) The epitope is LLWNGPMAV. The TCR CDR3 sequence is CASSVKAGGNEQYF. Result: 1 (the TCR binds to the epitope). (2) The epitope is SLFNTVATLY. The TCR CDR3 sequence is CASSIPGLAGQETQYF. Result: 0 (the TCR does not bind to the epitope). (3) The epitope is TTLPVNVAF. Result: 0 (the TCR does not bind to the epitope). The TCR CDR3 sequence is CASSQEQNTEAFF.